The task is: Predict the reaction yield, written as a fraction of the theoretical maximum amount of product (1.0 means a 100% yield; for example, 0.34 means a 34% yield).. This data is from Reaction yield outcomes from USPTO patents with 853,638 reactions. (1) The reactants are [CH:1]1([CH2:6][CH:7]([C:11]2[CH:16]=[CH:15][C:14]([Cl:17])=[C:13]([Cl:18])[CH:12]=2)[C:8]([OH:10])=O)[CH2:5][CH2:4][CH2:3][CH2:2]1.F[P-](F)(F)(F)(F)F.N1(OC(N(C)C)=[N+](C)C)C2C=CC=CC=2N=N1.C(N(CC)C(C)C)(C)C.[NH2:52][C:53]1[N:54]=[N:55][CH:56]=[CH:57][CH:58]=1. The catalyst is CN(C)C=O. The product is [CH:1]1([CH2:6][CH:7]([C:11]2[CH:16]=[CH:15][C:14]([Cl:17])=[C:13]([Cl:18])[CH:12]=2)[C:8]([NH:52][C:53]2[N:54]=[N:55][CH:56]=[CH:57][CH:58]=2)=[O:10])[CH2:2][CH2:3][CH2:4][CH2:5]1. The yield is 0.620. (2) The reactants are [F:1][C:2]1[C:3]([C:9]2[N:13]([CH3:14])[C:12]([C:15]([F:18])([F:17])[F:16])=[N:11][CH:10]=2)=[N:4][C:5]([NH2:8])=[N:6][CH:7]=1.[Cl:19][C:20]1[C:21]([C:27]([N:29]2[CH2:34][CH2:33][CH2:32][CH2:31][CH2:30]2)=[O:28])=[N:22][CH:23]=[C:24](Cl)[CH:25]=1.C(=O)([O-])[O-].[Cs+].[Cs+].CC1(C)C2C(=C(P(C3C=CC=CC=3)C3C=CC=CC=3)C=CC=2)OC2C(P(C3C=CC=CC=3)C3C=CC=CC=3)=CC=CC1=2. The catalyst is O1CCOCC1.C(Cl)Cl.C1C=CC(/C=C/C(/C=C/C2C=CC=CC=2)=O)=CC=1.C1C=CC(/C=C/C(/C=C/C2C=CC=CC=2)=O)=CC=1.C1C=CC(/C=C/C(/C=C/C2C=CC=CC=2)=O)=CC=1.[Pd].[Pd]. The product is [ClH:19].[Cl:19][C:20]1[CH:25]=[C:24]([NH:8][C:5]2[N:4]=[C:3]([C:9]3[N:13]([CH3:14])[C:12]([C:15]([F:18])([F:16])[F:17])=[N:11][CH:10]=3)[C:2]([F:1])=[CH:7][N:6]=2)[CH:23]=[N:22][C:21]=1[C:27]([N:29]1[CH2:34][CH2:33][CH2:32][CH2:31][CH2:30]1)=[O:28]. The yield is 0.0500.